This data is from Reaction yield outcomes from USPTO patents with 853,638 reactions. The task is: Predict the reaction yield, written as a fraction of the theoretical maximum amount of product (1.0 means a 100% yield; for example, 0.34 means a 34% yield). (1) The reactants are [CH3:1][O:2][C:3](=[O:20])[CH:4]([NH:12][C:13]([O:15][C:16]([CH3:19])([CH3:18])[CH3:17])=[O:14])[C:5]1[CH:10]=[CH:9][C:8]([OH:11])=[CH:7][CH:6]=1.[CH3:21][O:22][CH2:23][CH2:24]Br.C(=O)([O-])[O-].[Cs+].[Cs+]. The catalyst is CN(C=O)C.[I-].C([N+](CCCC)(CCCC)CCCC)CCC. The product is [CH3:1][O:2][C:3](=[O:20])[CH:4]([NH:12][C:13]([O:15][C:16]([CH3:17])([CH3:19])[CH3:18])=[O:14])[C:5]1[CH:6]=[CH:7][C:8]([O:11][CH2:24][CH2:23][O:22][CH3:21])=[CH:9][CH:10]=1. The yield is 0.720. (2) The reactants are C([O:4][CH2:5][C:6]1[C:11]([N:12]2[C:24](=[O:25])[C:23]3[S:22][C:21]4[CH2:20][CH2:19][CH2:18][CH2:17][C:16]=4[C:15]=3[CH2:14][CH2:13]2)=[CH:10][C:9]([F:26])=[CH:8][C:7]=1[C:27]1[N:35]=[C:34]2[C:30]([N:31]=[CH:32][NH:33]2)=[C:29]([NH:36][C:37]2[CH:42]=[CH:41][C:40]([N:43]3[CH2:48][CH2:47][N:46]([CH:49]4[CH2:52][O:51][CH2:50]4)[CH2:45][CH2:44]3)=[CH:39][CH:38]=2)[N:28]=1)(=O)C.[OH-].[Li+]. The catalyst is C(O)(C)C.C1COCC1.O. The product is [F:26][C:9]1[CH:8]=[C:7]([C:27]2[N:35]=[C:34]3[C:30]([N:31]=[CH:32][NH:33]3)=[C:29]([NH:36][C:37]3[CH:38]=[CH:39][C:40]([N:43]4[CH2:44][CH2:45][N:46]([CH:49]5[CH2:50][O:51][CH2:52]5)[CH2:47][CH2:48]4)=[CH:41][CH:42]=3)[N:28]=2)[C:6]([CH2:5][OH:4])=[C:11]([N:12]2[CH2:13][CH2:14][C:15]3[C:16]4[CH2:17][CH2:18][CH2:19][CH2:20][C:21]=4[S:22][C:23]=3[C:24]2=[O:25])[CH:10]=1. The yield is 0.580. (3) The reactants are C([Li])CCC.C(NC(C)C)(C)C.[Cl:13][C:14]1[CH:19]=[C:18]([C:20]([F:23])([F:22])[F:21])[CH:17]=[C:16]([Cl:24])[N:15]=1.[CH3:25][O:26][C:27]1[C:34]([O:35][CH3:36])=[C:33]([O:37][CH3:38])[CH:32]=[C:31]([CH3:39])[C:28]=1[CH:29]=[O:30]. The catalyst is O1CCCC1.O. The product is [CH3:25][O:26][C:27]1[C:34]([O:35][CH3:36])=[C:33]([O:37][CH3:38])[CH:32]=[C:31]([CH3:39])[C:28]=1[CH:29]([C:19]1[C:14]([Cl:13])=[N:15][C:16]([Cl:24])=[CH:17][C:18]=1[C:20]([F:21])([F:22])[F:23])[OH:30]. The yield is 0.810. (4) The reactants are [N:1]1[N:2]([C:6]2[CH:11]=[CH:10][CH:9]=[CH:8][C:7]=2[CH2:12]O)[N:3]=[CH:4][CH:5]=1.P(Br)(Br)[Br:15].C([O-])(O)=O.[Na+]. The yield is 0.540. The catalyst is C1COCC1. The product is [Br:15][CH2:12][C:7]1[CH:8]=[CH:9][CH:10]=[CH:11][C:6]=1[N:2]1[N:3]=[CH:4][CH:5]=[N:1]1. (5) The reactants are Br[C:2]1[S:6][C:5]([CH2:7][O:8][C:9]2[C:10]([F:19])=[C:11]([C:15]([F:18])=[CH:16][CH:17]=2)[C:12]([NH2:14])=[O:13])=[N:4][C:3]=1[C:20]1[CH:25]=[CH:24][CH:23]=[C:22]([O:26][CH3:27])[CH:21]=1.O.[OH-].[Na+]. The catalyst is C(O)(=O)C.[Zn]. The product is [F:19][C:10]1[C:9]([O:8][CH2:7][C:5]2[S:6][CH:2]=[C:3]([C:20]3[CH:25]=[CH:24][CH:23]=[C:22]([O:26][CH3:27])[CH:21]=3)[N:4]=2)=[CH:17][CH:16]=[C:15]([F:18])[C:11]=1[C:12]([NH2:14])=[O:13]. The yield is 0.530. (6) The reactants are [C:9](O[C:9]([O:11][C:12]([CH3:15])([CH3:14])[CH3:13])=[O:10])([O:11][C:12]([CH3:15])([CH3:14])[CH3:13])=[O:10].[Br:16][C:17]1[CH:18]=[C:19]2[C:23](=[CH:24][CH:25]=1)[C@@H:22]([NH2:26])[CH2:21][CH2:20]2.C(=O)(O)[O-].[Na+].[OH-].[Na+]. The catalyst is O1CCOCC1.O. The product is [C:12]([O:11][C:9](=[O:10])[NH:26][C@@H:22]1[C:23]2[C:19](=[CH:18][C:17]([Br:16])=[CH:25][CH:24]=2)[CH2:20][CH2:21]1)([CH3:13])([CH3:14])[CH3:15]. The yield is 0.950. (7) The reactants are [N:1]1([CH2:7][CH2:8][N:9]2[C:13](=[O:14])[C:12]34[CH2:30][NH:29][CH2:28][C@H:15]3[CH2:16][C@@H:17]([C:18]3[C:27]5[C:22](=[CH:23][CH:24]=[CH:25][CH:26]=5)[N:21]=[CH:20][CH:19]=3)[N:11]4[C:10]2=[O:31])[CH2:6][CH2:5][O:4][CH2:3][CH2:2]1.[C:32](O[BH-](OC(=O)C)OC(=O)C)(=O)C.[Na+].C(O)(=O)C.C[O:51][C:52]1[CH:53]=[C:54]([CH:57]=[CH:58][C:59]=1[OH:60])[CH:55]=O. The catalyst is C(Cl)Cl. The product is [OH:51][C:52]1[CH:53]=[C:54]([CH:57]=[CH:58][C:59]=1[O:60][CH3:32])[CH2:55][N:29]1[CH2:28][C@@H:15]2[C:12]3([C:13](=[O:14])[N:9]([CH2:8][CH2:7][N:1]4[CH2:2][CH2:3][O:4][CH2:5][CH2:6]4)[C:10](=[O:31])[N:11]3[C@H:17]([C:18]3[C:27]4[C:22](=[CH:23][CH:24]=[CH:25][CH:26]=4)[N:21]=[CH:20][CH:19]=3)[CH2:16]2)[CH2:30]1. The yield is 0.600.